Dataset: Catalyst prediction with 721,799 reactions and 888 catalyst types from USPTO. Task: Predict which catalyst facilitates the given reaction. (1) Reactant: [Cl:1][C:2]1[CH:3]=[CH:4][C:5]([O:16][CH2:17][C:18]2[CH:23]=[CH:22][CH:21]=[CH:20][CH:19]=2)=[C:6]([CH2:8][N:9]2[C:13]([CH3:14])=[CH:12][C:11]([NH2:15])=[N:10]2)[CH:7]=1.[N:24]1[CH:29]=[CH:28][CH:27]=[CH:26][C:25]=1[C:30](O)=[O:31].ON1C2C=CC=CC=2N=N1.CN(C)CCCN=C=NCC. Product: [Cl:1][C:2]1[CH:3]=[CH:4][C:5]([O:16][CH2:17][C:18]2[CH:19]=[CH:20][CH:21]=[CH:22][CH:23]=2)=[C:6]([CH2:8][N:9]2[C:13]([CH3:14])=[CH:12][C:11]([NH:15][C:30]([C:25]3[CH:26]=[CH:27][CH:28]=[CH:29][N:24]=3)=[O:31])=[N:10]2)[CH:7]=1. The catalyst class is: 363. (2) Reactant: [N+:1]([C:4]1[O:8][C:7]([C:9]([O:11][CH3:12])=[O:10])=[CH:6][CH:5]=1)([O-])=O.[H][H]. Product: [NH2:1][C:4]1[O:8][C:7]([C:9]([O:11][CH3:12])=[O:10])=[CH:6][CH:5]=1. The catalyst class is: 99. (3) Reactant: [OH-].[K+].[CH3:3]/[C:4](/[CH:11]=[CH:12]/[CH:13]=[C:14](\[CH3:26])/[CH2:15][CH2:16]/[CH:17]=[C:18](\[CH3:25])/[CH2:19][CH2:20][CH:21]=[C:22]([CH3:24])[CH3:23])=[CH:5]\[C:6]([O:8]CC)=[O:7].O. Product: [CH3:3]/[C:4](/[CH:11]=[CH:12]/[CH:13]=[C:14](\[CH3:26])/[CH2:15][CH2:16]/[CH:17]=[C:18](\[CH3:25])/[CH2:19][CH2:20][CH:21]=[C:22]([CH3:24])[CH3:23])=[CH:5]\[C:6]([OH:8])=[O:7]. The catalyst class is: 41. (4) Reactant: CS(C)=O.C(Cl)(=O)C(Cl)=O.[CH2:11]([O:18][C@H:19]1[C@@H:26]2[C@@H:22]([O:23][C:24]([CH3:28])([CH3:27])[O:25]2)[O:21][C@:20]1([CH2:38][OH:39])[CH2:29][O:30][CH2:31][C:32]1[CH:37]=[CH:36][CH:35]=[CH:34][CH:33]=1)[C:12]1[CH:17]=[CH:16][CH:15]=[CH:14][CH:13]=1.C(N(CC)CC)C. Product: [CH2:11]([O:18][C@H:19]1[C@@H:26]2[C@@H:22]([O:23][C:24]([CH3:28])([CH3:27])[O:25]2)[O:21][C@@:20]1([CH2:29][O:30][CH2:31][C:32]1[CH:33]=[CH:34][CH:35]=[CH:36][CH:37]=1)[CH:38]=[O:39])[C:12]1[CH:13]=[CH:14][CH:15]=[CH:16][CH:17]=1. The catalyst class is: 4.